Dataset: Peptide-MHC class I binding affinity with 185,985 pairs from IEDB/IMGT. Task: Regression. Given a peptide amino acid sequence and an MHC pseudo amino acid sequence, predict their binding affinity value. This is MHC class I binding data. (1) The peptide sequence is LRGKWQRRYR. The MHC is HLA-B58:01 with pseudo-sequence HLA-B58:01. The binding affinity (normalized) is 0. (2) The peptide sequence is VVKDDPDHYK. The MHC is HLA-A31:01 with pseudo-sequence HLA-A31:01. The binding affinity (normalized) is 0.0199. (3) The peptide sequence is FLFLAWIML. The MHC is HLA-A02:02 with pseudo-sequence HLA-A02:02. The binding affinity (normalized) is 0.945. (4) The MHC is HLA-B07:02 with pseudo-sequence HLA-B07:02. The peptide sequence is KELYPLTSL. The binding affinity (normalized) is 0. (5) The peptide sequence is LTSSQQKADW. The MHC is HLA-B53:01 with pseudo-sequence HLA-B53:01. The binding affinity (normalized) is 0.0764. (6) The peptide sequence is NSDTVDWSW. The MHC is HLA-A80:01 with pseudo-sequence HLA-A80:01. The binding affinity (normalized) is 0.0847.